This data is from Experimentally validated miRNA-target interactions with 360,000+ pairs, plus equal number of negative samples. The task is: Binary Classification. Given a miRNA mature sequence and a target amino acid sequence, predict their likelihood of interaction. (1) The miRNA is hsa-miR-30b-5p with sequence UGUAAACAUCCUACACUCAGCU. The protein sequence of the target gene is MVCGSPGGMLLLRAGLLALAALCLLRVPGARAAACEPVRIPLCKSLPWNMTKMPNHLHHSTQANAILAIEQFEGLLGTHCSPDLLFFLCAMYAPICTIDFQHEPIKPCKSVCERARQGCEPILIKYRHSWPENLACEELPVYDRGVCISPEAIVTADGADFPMDSSNGNCRGASSERCKCKPIRATQKTYFRNNYNYVIRAKVKEIKTKCHDVTAVVEVKEILKSSLVNIPRDTVNLYTSSGCLCPPLNVNEEYIIMGYEDEERSRLLLVEGSIAEKWKDRLGKKVKRWDMKLRHLGLSK.... Result: 1 (interaction). (2) The miRNA is mmu-miR-129b-5p with sequence GCUUUUUGGGGUAAGGGCUUCC. The protein sequence of the target gene is MEKMSRPLPLNPTFIPPPYGVLRSLLENPLKLPLHHEDAFSKDKDKEKKLDDESNSPTVPQSAFLGPTLWDKTLPYDGDTFQLEYMDLEEFLSENGIPPSPSQHDHSPHPPGLQPASSAAPSVMDLSSRASAPLHPGIPSPNCMQSPIRPGQLLPANRNTPSPIDPDTIQVPVGYEPDPADLALSSIPGQEMFDPRKRKFSEEELKPQPMIKKARKVFIPDDLKDDKYWARRRKNNMAAKRSRDARRLKENQIAIRASFLEKENSALRQEVADLRKELGKCKNILAKYEARHGPL. Result: 0 (no interaction). (3) The protein sequence of the target gene is MGTLATRAACHGAHLALALLLLLSLSGPWLSAVVPGTPPLFNVSLDAAPEQRWLPMLRHYDPDFLRTAVAQVIGDRVPQWVLGMVGEIVSKVESFLPQPFTDEIRSICDSLNLSLADGILVNLAYEASAFCTSIVAQDSQGHIYHGRNLDYPFGKILRKLTANVQFIKNGQIAFTGTTFVGYVGLWTGQSPHKFTISGDERDKGWWWENMIAALSLGHSPISWLIRKTLSESESFEAAVYTLAKTPLIADVYYIVGGTSPKEGVVITRDRGGPADIWPLDPLNGEWFRVETNYDHWKPAP.... Result: 0 (no interaction). The miRNA is rno-miR-135a-5p with sequence UAUGGCUUUUUAUUCCUAUGUGA.